Dataset: Full USPTO retrosynthesis dataset with 1.9M reactions from patents (1976-2016). Task: Predict the reactants needed to synthesize the given product. (1) The reactants are: Cl.[NH2:2][C@@H:3]1[CH2:8][CH2:7][C@H:6]([NH:9][C:10]([C:12]2[C:16]3[N:17]=[CH:18][N:19]=[C:20]([C:21]4[CH:26]=[C:25]([F:27])[C:24]([O:28][CH3:29])=[CH:23][C:22]=4[O:30][CH2:31][CH:32]4[CH2:34][CH2:33]4)[C:15]=3[NH:14][C:13]=2[CH3:35])=[O:11])[CH2:5][CH2:4]1.C([O:39][C@@H:40]([CH3:44])[C:41](Cl)=[O:42])(=O)C. Given the product [CH:32]1([CH2:31][O:30][C:22]2[CH:23]=[C:24]([O:28][CH3:29])[C:25]([F:27])=[CH:26][C:21]=2[C:20]2[C:15]3[NH:14][C:13]([CH3:35])=[C:12]([C:10]([NH:9][C@H:6]4[CH2:7][CH2:8][C@@H:3]([NH:2][C:41](=[O:42])[C@@H:40]([OH:39])[CH3:44])[CH2:4][CH2:5]4)=[O:11])[C:16]=3[N:17]=[CH:18][N:19]=2)[CH2:34][CH2:33]1, predict the reactants needed to synthesize it. (2) Given the product [N+:11]([C:3]1[CH:4]=[C:5]([N+:8]([O-:10])=[O:9])[CH:6]=[CH:7][C:2]=1[NH:21][CH:18]1[CH2:19][CH2:20][N:15]([CH3:14])[CH2:16][CH2:17]1)([O-:13])=[O:12], predict the reactants needed to synthesize it. The reactants are: Cl[C:2]1[CH:7]=[CH:6][C:5]([N+:8]([O-:10])=[O:9])=[CH:4][C:3]=1[N+:11]([O-:13])=[O:12].[CH3:14][N:15]1[CH2:20][CH2:19][CH:18]([NH2:21])[CH2:17][CH2:16]1.